Task: Predict the reactants needed to synthesize the given product.. Dataset: Full USPTO retrosynthesis dataset with 1.9M reactions from patents (1976-2016) (1) Given the product [NH:1]([C:8]1[CH:25]=[CH:24][C:11]2[C:12](=[O:23])[C:13]3[CH:20]=[C:19]([OH:21])[CH:18]=[CH:17][C:14]=3[CH2:15][CH2:16][C:10]=2[CH:9]=1)[C:2]1[CH:7]=[CH:6][CH:5]=[CH:4][CH:3]=1, predict the reactants needed to synthesize it. The reactants are: [NH:1]([C:8]1[CH:25]=[CH:24][C:11]2[C:12](=[O:23])[C:13]3[CH:20]=[C:19]([O:21]C)[CH:18]=[CH:17][C:14]=3[CH2:15][CH2:16][C:10]=2[CH:9]=1)[C:2]1[CH:7]=[CH:6][CH:5]=[CH:4][CH:3]=1.Br. (2) The reactants are: [CH3:1][C:2]1([OH:12])[CH2:11][CH2:10][C:5]2(OCC[O:6]2)[CH2:4][CH2:3]1.CC(C)=O.C1(C)C=CC(S([O-])(=O)=O)=CC=1.[NH+]1C=CC=CC=1. Given the product [OH:12][C:2]1([CH3:1])[CH2:11][CH2:10][C:5](=[O:6])[CH2:4][CH2:3]1, predict the reactants needed to synthesize it. (3) Given the product [Cl:12][C:13]1[CH:18]=[C:17]([Cl:19])[CH:16]=[CH:15][C:14]=1[C:20]1([CH3:8])[CH2:21][O:22]1, predict the reactants needed to synthesize it. The reactants are: CS(C)=O.[H-].[Na+].[I-].[CH3:8][S+](C)C.[Cl:12][C:13]1[CH:18]=[C:17]([Cl:19])[CH:16]=[CH:15][C:14]=1[C:20](=[O:22])[CH3:21]. (4) Given the product [O:34]=[C:3]1[N:4]([CH2:25][CH2:26][CH2:27][CH2:28][CH2:29][CH2:30][C:31]([OH:33])=[O:32])[C:5]2=[N:6][C:7]([C:18]3[CH:23]=[CH:22][C:21]([CH3:24])=[CH:20][CH:19]=3)=[C:8]([C:11]3[CH:12]=[CH:13][C:14]([CH3:17])=[CH:15][CH:16]=3)[N:9]=[C:10]2[CH2:2]1, predict the reactants needed to synthesize it. The reactants are: Br[C:2]1(Br)[C:10]2[C:5](=[N:6][C:7]([C:18]3[CH:23]=[CH:22][C:21]([CH3:24])=[CH:20][CH:19]=3)=[C:8]([C:11]3[CH:16]=[CH:15][C:14]([CH3:17])=[CH:13][CH:12]=3)[N:9]=2)[N:4]([CH2:25][CH2:26][CH2:27][CH2:28][CH2:29][CH2:30][C:31]([OH:33])=[O:32])[C:3]1=[O:34]. (5) Given the product [Cl:1][C:2]1[CH:3]=[C:4]([C:17]2[N:22]=[CH:21][N:20]([C@@H:25]3[C:41]4[CH:42]=[C:37]([CH:38]=[CH:39][N:40]=4)[C:36]4[N:35]([CH:43]([F:44])[F:45])[N:34]=[CH:33][C:32]=4[NH:31][C:30](=[O:46])[C@H:29]([CH3:47])[CH2:28][CH2:27][CH2:26]3)[C:19](=[O:23])[CH:18]=2)[C:5]([N:8]2[CH:12]=[C:11]([C:13]([F:14])([F:16])[F:15])[N:10]=[N:9]2)=[N:6][CH:7]=1, predict the reactants needed to synthesize it. The reactants are: [Cl:1][C:2]1[CH:3]=[C:4]([C:17]2[N:22]=[CH:21][N:20]=[C:19]([OH:23])[CH:18]=2)[C:5]([N:8]2[CH:12]=[C:11]([C:13]([F:16])([F:15])[F:14])[N:10]=[N:9]2)=[N:6][CH:7]=1.N[C@@H:25]1[C:41]2[CH:42]=[C:37]([CH:38]=[CH:39][N:40]=2)[C:36]2[N:35]([CH:43]([F:45])[F:44])[N:34]=[CH:33][C:32]=2[NH:31][C:30](=[O:46])[C@H:29]([CH3:47])[CH2:28][CH2:27][CH2:26]1.CN(C(ON1N=NC2C=CC=NC1=2)=[N+](C)C)C.F[P-](F)(F)(F)(F)F.C1CCN2C(=NCCC2)CC1. (6) Given the product [Br:28][C:29]1[CH:34]=[CH:33][C:32]([C:35]([F:38])([F:37])[F:36])=[CH:31][C:30]=1[S:39]([NH:42][C@@H:43]1[CH2:44][C@H:45]([CH3:55])[N:46]([C:48]#[N:14])[CH2:47]1)(=[O:40])=[O:41], predict the reactants needed to synthesize it. The reactants are: COC1C=CC(OC)=CC=1S([NH:14][C@H]1CN(C(OC(C)(C)C)=O)[C@@H](C)C1)(=O)=O.[Br:28][C:29]1[CH:34]=[CH:33][C:32]([C:35]([F:38])([F:37])[F:36])=[CH:31][C:30]=1[S:39]([NH:42][C@H:43]1[CH2:47][N:46]([C:48](OC(C)(C)C)=O)[C@@H:45]([CH3:55])[CH2:44]1)(=[O:41])=[O:40].